From a dataset of Full USPTO retrosynthesis dataset with 1.9M reactions from patents (1976-2016). Predict the reactants needed to synthesize the given product. Given the product [Cl:1][C:2]1[CH:7]=[C:6]([CH3:8])[CH:5]=[C:4]([O:9][CH3:10])[C:3]=1[CH2:11][C:12]([OH:14])=[O:13], predict the reactants needed to synthesize it. The reactants are: [Cl:1][C:2]1[CH:7]=[C:6]([CH3:8])[CH:5]=[C:4]([O:9][CH3:10])[C:3]=1[CH2:11][C:12]([O:14]C)=[O:13].[OH-].[K+].O.